From a dataset of Full USPTO retrosynthesis dataset with 1.9M reactions from patents (1976-2016). Predict the reactants needed to synthesize the given product. (1) The reactants are: C(=O)([O-])[O-].[Cs+].[Cs+].[F:7][C:8]([F:20])([F:19])[O:9][C:10]1[CH:11]=[C:12](B(O)O)[CH:13]=[CH:14][CH:15]=1.ClCCl.[CH3:24][O:25][C:26]1[CH:56]=[C:55]([O:57][CH3:58])[CH:54]=[CH:53][C:27]=1[CH2:28][N:29]1[CH2:34][CH:33]([CH:35]2[CH2:40][CH2:39][N:38]([C:41]([O:43][C:44]([CH3:47])([CH3:46])[CH3:45])=[O:42])[CH2:37][CH2:36]2)[N:32]2[CH:48]=[C:49](I)[CH:50]=[C:31]2[C:30]1=[O:52]. Given the product [CH3:24][O:25][C:26]1[CH:56]=[C:55]([O:57][CH3:58])[CH:54]=[CH:53][C:27]=1[CH2:28][N:29]1[CH2:34][CH:33]([CH:35]2[CH2:36][CH2:37][N:38]([C:41]([O:43][C:44]([CH3:47])([CH3:46])[CH3:45])=[O:42])[CH2:39][CH2:40]2)[N:32]2[CH:48]=[C:49]([C:12]3[CH:13]=[CH:14][CH:15]=[C:10]([O:9][C:8]([F:20])([F:19])[F:7])[CH:11]=3)[CH:50]=[C:31]2[C:30]1=[O:52], predict the reactants needed to synthesize it. (2) Given the product [CH3:5][O:6][C:7]1[CH:19]=[C:18]([CH:17]=[CH:16][C:8]=1[O:9][C:10]1[N:11]=[CH:12][CH:13]=[CH:14][N:15]=1)[NH2:20], predict the reactants needed to synthesize it. The reactants are: C(O)(=O)C.[CH3:5][O:6][C:7]1[CH:19]=[C:18]([N+:20]([O-])=O)[CH:17]=[CH:16][C:8]=1[O:9][C:10]1[N:15]=[CH:14][CH:13]=[CH:12][N:11]=1. (3) Given the product [CH3:1][Si:2]([CH3:20])([CH3:19])[CH2:3][CH2:4][O:5][C:6]([C:8]1[C:17]2[C:12](=[CH:13][CH:14]=[CH:15][CH:16]=2)[CH:11]=[CH:10][C:9]=1[NH:18][C:27]([O:46][CH2:45][C:43]1[O:44][C:40]2[CH:39]=[CH:38][C:37]([C:31]3[CH:32]=[CH:33][CH:34]=[CH:35][CH:36]=3)=[CH:47][C:41]=2[CH:42]=1)=[O:28])=[O:7], predict the reactants needed to synthesize it. The reactants are: [CH3:1][Si:2]([CH3:20])([CH3:19])[CH2:3][CH2:4][O:5][C:6]([C:8]1[C:17]2[C:12](=[CH:13][CH:14]=[CH:15][CH:16]=2)[CH:11]=[CH:10][C:9]=1[NH2:18])=[O:7].N1C=CC=CC=1.[C:27](Cl)(Cl)=[O:28].[C:31]1([C:37]2[CH:38]=[CH:39][C:40]3[O:44][C:43]([CH2:45][OH:46])=[CH:42][C:41]=3[CH:47]=2)[CH:36]=[CH:35][CH:34]=[CH:33][CH:32]=1. (4) The reactants are: [Cl:1][C:2]1[CH:3]=[CH:4][C:5]([O:28][CH3:29])=[C:6]([CH:27]=1)/[CH:7]=[C:8]1/[C:9](=[O:26])[N:10]([S:16]([C:19]2[CH:24]=[CH:23][C:22]([Cl:25])=[CH:21][CH:20]=2)(=[O:18])=[O:17])[CH2:11][C:12](=[O:15])[NH:13][CH2:14]/1. Given the product [Cl:1][C:2]1[CH:3]=[CH:4][C:5]([O:28][CH3:29])=[C:6]([CH:27]=1)[CH2:7][CH:8]1[CH2:14][NH:13][C:12](=[O:15])[CH2:11][N:10]([S:16]([C:19]2[CH:24]=[CH:23][C:22]([Cl:25])=[CH:21][CH:20]=2)(=[O:18])=[O:17])[C:9]1=[O:26], predict the reactants needed to synthesize it.